The task is: Predict the product of the given reaction.. This data is from Forward reaction prediction with 1.9M reactions from USPTO patents (1976-2016). (1) Given the reactants [C:1]([O:5][C:6](=[O:16])[NH:7][C:8]1[CH:13]=[CH:12][C:11]([Cl:14])=[C:10]([OH:15])[CH:9]=1)([CH3:4])([CH3:3])[CH3:2].Cl[CH2:18][C:19](=[O:21])[CH3:20].C(=O)([O-])[O-].[K+].[K+].[I-].[K+], predict the reaction product. The product is: [C:1]([O:5][C:6](=[O:16])[NH:7][C:8]1[CH:13]=[CH:12][C:11]([Cl:14])=[C:10]([O:15][CH2:18][C:19](=[O:21])[CH3:20])[CH:9]=1)([CH3:4])([CH3:2])[CH3:3]. (2) Given the reactants [CH:1]1([N:6]2[CH2:11][CH2:10][NH:9][CH2:8][CH2:7]2)[CH2:5][CH2:4][CH2:3][CH2:2]1.Cl[C:13]1[N:14]=[N:15][C:16]([C:19]2[CH:24]=[CH:23][C:22]([Cl:25])=[CH:21][CH:20]=2)=[CH:17][CH:18]=1, predict the reaction product. The product is: [Cl:25][C:22]1[CH:21]=[CH:20][C:19]([C:16]2[N:15]=[N:14][C:13]([N:9]3[CH2:8][CH2:7][N:6]([CH:1]4[CH2:2][CH2:3][CH2:4][CH2:5]4)[CH2:11][CH2:10]3)=[CH:18][CH:17]=2)=[CH:24][CH:23]=1. (3) The product is: [NH:21]=[C:20]([C:19]1[CH:22]=[CH:23][CH:24]=[C:25]([CH3:26])[C:18]=1[C:7]1[CH:8]=[C:9]2[C:4](=[CH:5][CH:6]=1)[N:3]=[C:2]([NH2:1])[C:11]([N:12]1[CH2:13][CH2:14][O:15][CH2:16][CH2:17]1)=[CH:10]2)[CH2:27][CH2:28][CH3:29]. Given the reactants [NH2:1][C:2]1[C:11]([N:12]2[CH2:17][CH2:16][O:15][CH2:14][CH2:13]2)=[CH:10][C:9]2[C:4](=[CH:5][CH:6]=[C:7]([C:18]3[C:25]([CH3:26])=[CH:24][CH:23]=[CH:22][C:19]=3[C:20]#[N:21])[CH:8]=2)[N:3]=1.[CH2:27]([Mg]Br)[CH2:28][CH3:29].C1COCC1, predict the reaction product. (4) Given the reactants [O:1]=[C:2]1[N:6]([C:7]2[CH:12]=[CH:11][C:10]([C:13]3[CH2:14][CH2:15][CH2:16][N:17]([C:19](=[O:25])[CH2:20][O:21]C(=O)C)[CH:18]=3)=[C:9]([F:26])[CH:8]=2)[CH2:5][C@H:4]([CH2:27][NH:28][C:29](=[O:31])[CH3:30])[O:3]1.C(=O)([O-])[O-].[K+].[K+].Cl, predict the reaction product. The product is: [OH:21][CH2:20][C:19]([N:17]1[CH:18]=[C:13]([C:10]2[CH:11]=[CH:12][C:7]([N:6]3[CH2:5][C@H:4]([CH2:27][NH:28][C:29](=[O:31])[CH3:30])[O:3][C:2]3=[O:1])=[CH:8][C:9]=2[F:26])[CH2:14][CH2:15][CH2:16]1)=[O:25].